From a dataset of Forward reaction prediction with 1.9M reactions from USPTO patents (1976-2016). Predict the product of the given reaction. Given the reactants C[O:2][C:3]1[CH:8]=[CH:7][C:6]([C:9]2[N:14]=[C:13]([NH2:15])[N:12]=[C:11]([NH:16][C:17]3[CH:22]=[CH:21][C:20]([O:23][C:24]4[CH:29]=[CH:28][N:27]=[C:26]([CH3:30])[CH:25]=4)=[CH:19][CH:18]=3)[CH:10]=2)=[CH:5][CH:4]=1.B(Br)(Br)Br, predict the reaction product. The product is: [NH2:15][C:13]1[N:14]=[C:9]([C:6]2[CH:7]=[CH:8][C:3]([OH:2])=[CH:4][CH:5]=2)[CH:10]=[C:11]([NH:16][C:17]2[CH:18]=[CH:19][C:20]([O:23][C:24]3[CH:29]=[CH:28][N:27]=[C:26]([CH3:30])[CH:25]=3)=[CH:21][CH:22]=2)[N:12]=1.